Regression/Classification. Given a drug SMILES string, predict its absorption, distribution, metabolism, or excretion properties. Task type varies by dataset: regression for continuous measurements (e.g., permeability, clearance, half-life) or binary classification for categorical outcomes (e.g., BBB penetration, CYP inhibition). Dataset: cyp3a4_veith. From a dataset of CYP3A4 inhibition data for predicting drug metabolism from PubChem BioAssay. (1) The molecule is COc1ccc(NC(=O)c2ccc(C)cc2Cl)c([N+](=O)[O-])c1. The result is 1 (inhibitor). (2) The molecule is Cc1cnc(CNc2nc(-c3ccccc3C(F)(F)F)nc3ccccc23)cn1. The result is 1 (inhibitor). (3) The molecule is Cc1cc(NC(=O)CN2C(=O)NC(C)(c3ccc(OC(F)F)cc3)C2=O)no1. The result is 0 (non-inhibitor). (4) The result is 0 (non-inhibitor). The drug is Cc1ccc(-n2c(=O)c3sccc3n(CC(=O)NCc3ccco3)c2=O)cc1F. (5) The drug is Cc1cc2nc(C3CCCN(C(=O)NCc4ccccc4)C3)[nH]c2cc1C. The result is 1 (inhibitor). (6) The drug is CC1(C)OC(=O)C(=CNn2cnc3ccccc3c2=O)C(=O)O1. The result is 0 (non-inhibitor). (7) The drug is O=C(NC(=S)N(Cc1ccccc1)Cc1ccccc1)c1ccccc1F. The result is 1 (inhibitor). (8) The molecule is COCCn1c(=O)c(-c2cccs2)nc2cncnc21. The result is 1 (inhibitor). (9) The compound is CCNc1nnc(-c2ccncc2)s1. The result is 0 (non-inhibitor).